This data is from Catalyst prediction with 721,799 reactions and 888 catalyst types from USPTO. The task is: Predict which catalyst facilitates the given reaction. (1) Reactant: C(OC([N:8]1[CH2:13][CH2:12][N:11]([C:14]2[C:23]3[C:18](=[CH:19][CH:20]=[C:21]([S:24][C:25]4[CH:30]=[CH:29][C:28]([Cl:31])=[C:27]([Cl:32])[CH:26]=4)[CH:22]=3)[CH:17]=[CH:16][N:15]=2)[CH2:10][CH2:9]1)=O)(C)(C)C.OO.FC(F)(F)C(O)=[O:38].[OH-:42].[Na+]. Product: [ClH:31].[Cl:32][C:27]1[CH:26]=[C:25]([S:24]([C:21]2[CH:22]=[C:23]3[C:18]([CH:17]=[CH:16][N:15]=[C:14]3[N:11]3[CH2:12][CH2:13][NH:8][CH2:9][CH2:10]3)=[CH:19][CH:20]=2)(=[O:38])=[O:42])[CH:30]=[CH:29][C:28]=1[Cl:31]. The catalyst class is: 84. (2) Reactant: [NH:1]1[CH2:6][CH2:5][CH:4]([C:7]2[CH:15]=[CH:14][CH:13]=[C:12]3[C:8]=2[CH2:9][C:10](=[O:16])[NH:11]3)[CH2:3][CH2:2]1.[N:17]1[CH:22]=[CH:21][C:20]([CH2:23][NH:24][C:25]([C:27]2[C:31]([CH3:32])=[C:30]([CH:33]=O)[NH:29][CH:28]=2)=[O:26])=[CH:19][CH:18]=1. Product: [N:17]1[CH:18]=[CH:19][C:20]([CH2:23][NH:24][C:25]([C:27]2[C:31]([CH3:32])=[C:30]([CH:33]=[C:9]3[C:8]4[C:12](=[CH:13][CH:14]=[CH:15][C:7]=4[CH:4]4[CH2:3][CH2:2][NH:1][CH2:6][CH2:5]4)[NH:11][C:10]3=[O:16])[NH:29][CH:28]=2)=[O:26])=[CH:21][CH:22]=1. The catalyst class is: 495.